This data is from Forward reaction prediction with 1.9M reactions from USPTO patents (1976-2016). The task is: Predict the product of the given reaction. (1) Given the reactants Cl[C:2]1[N:7]=[CH:6][C:5]2[C:8]([NH:30][CH3:31])=[N:9][N:10]([C:11]([C:24]3[CH:29]=[CH:28][CH:27]=[CH:26][CH:25]=3)([C:18]3[CH:23]=[CH:22][CH:21]=[CH:20][CH:19]=3)[C:12]3[CH:17]=[CH:16][CH:15]=[CH:14][CH:13]=3)[C:4]=2[CH:3]=1.[F:32][C:33]1[CH:38]=[CH:37][C:36]([C@H:39]([NH:41][C:42]([NH2:44])=[O:43])[CH3:40])=[CH:35][CH:34]=1.C(=O)([O-])[O-].[Cs+].[Cs+], predict the reaction product. The product is: [F:32][C:33]1[CH:34]=[CH:35][C:36]([C@H:39]([NH:41][C:42]([NH:44][C:2]2[N:7]=[CH:6][C:5]3[C:8]([NH:30][CH3:31])=[N:9][N:10]([C:11]([C:24]4[CH:29]=[CH:28][CH:27]=[CH:26][CH:25]=4)([C:18]4[CH:23]=[CH:22][CH:21]=[CH:20][CH:19]=4)[C:12]4[CH:17]=[CH:16][CH:15]=[CH:14][CH:13]=4)[C:4]=3[CH:3]=2)=[O:43])[CH3:40])=[CH:37][CH:38]=1. (2) The product is: [C:7]1([CH2:13][N:14]2[CH2:19][CH2:18][CH:17]([N:20]3[CH2:2][CH2:3][NH:4][C:5]3=[O:6])[CH2:16][CH2:15]2)[CH:8]=[CH:9][CH:10]=[CH:11][CH:12]=1. Given the reactants Cl[CH2:2][CH2:3][N:4]=[C:5]=[O:6].[C:7]1([CH2:13][N:14]2[CH2:19][CH2:18][CH:17]([NH2:20])[CH2:16][CH2:15]2)[CH:12]=[CH:11][CH:10]=[CH:9][CH:8]=1.C[Si]([N-][Si](C)(C)C)(C)C.[Li+].[H-].[Na+], predict the reaction product. (3) Given the reactants [C:1]([O:4][C:5]1[C:6]([CH:24]2[CH2:29][CH2:28][CH2:27][CH:26]=[CH:25]2)=[C:7]([O:20][C:21](=[O:23])[CH3:22])[CH:8]=[C:9]([C:11]([CH3:19])([CH3:18])[CH2:12][CH2:13][CH2:14][CH2:15][CH2:16][CH3:17])[CH:10]=1)(=[O:3])[CH3:2].ClC1C=CC=C(C(OO)=[O:38])C=1, predict the reaction product. The product is: [C:21]([O:20][C:7]1[C:6]([CH:24]2[CH2:29][CH2:28][CH2:27][CH:26]3[CH:25]2[O:38]3)=[C:5]([O:4][C:1](=[O:3])[CH3:2])[CH:10]=[C:9]([C:11]([CH3:18])([CH3:19])[CH2:12][CH2:13][CH2:14][CH2:15][CH2:16][CH3:17])[CH:8]=1)(=[O:23])[CH3:22]. (4) Given the reactants Br[C:2]1[CH:7]=[C:6](Br)[C:5]([O:9][CH3:10])=[CH:4][C:3]=1[O:11][CH3:12].[F:13][C:14]1[CH:19]=[CH:18][CH:17]=[CH:16][C:15]=1B(O)O.C([O-])([O-])=O.[Na+].[Na+].CO[CH2:31][CH2:32]OC, predict the reaction product. The product is: [F:13][C:14]1[CH:19]=[CH:18][CH:17]=[CH:16][C:15]=1[C:2]1[CH:7]=[C:6]([C:32]2[CH:31]=[CH:17][CH:16]=[CH:15][C:14]=2[F:13])[C:5]([O:9][CH3:10])=[CH:4][C:3]=1[O:11][CH3:12]. (5) The product is: [C:1]([O:7][CH:6]1[O:8][C@H:9]([CH2:14][O:15][C:20](=[O:22])[CH3:21])[C@@H:10]([O:13][C:9](=[O:8])[CH3:10])[C@H:11]([O:12][C:6](=[O:7])[CH3:5])[C@@H:5]1[NH:4][C:1](=[O:3])[CH3:2])(=[O:3])[CH3:2]. Given the reactants [C:1]([NH:4][C@H:5]1[C@@H:11]([OH:12])[C@H:10]([OH:13])[C@@H:9]([CH2:14][OH:15])[O:8][CH:6]1[OH:7])(=[O:3])[CH3:2].C(O[C:20](=[O:22])[CH3:21])(=O)C, predict the reaction product. (6) The product is: [CH2:36]([N:38]([CH2:6][C:7]1[N:12]=[CH:11][C:10]2[N:13]=[CH:14][N:15]([C:16]3[S:17][C:18]([C:33]([NH2:34])=[O:35])=[C:19]([O:21][CH2:22][C:23]4[CH:28]=[CH:27][CH:26]=[CH:25][C:24]=4[C:29]([F:32])([F:31])[F:30])[CH:20]=3)[C:9]=2[CH:8]=1)[CH2:39][CH3:40])[CH3:37]. Given the reactants CS(O[CH2:6][C:7]1[N:12]=[CH:11][C:10]2[N:13]=[CH:14][N:15]([C:16]3[S:17][C:18]([C:33](=[O:35])[NH2:34])=[C:19]([O:21][CH2:22][C:23]4[CH:28]=[CH:27][CH:26]=[CH:25][C:24]=4[C:29]([F:32])([F:31])[F:30])[CH:20]=3)[C:9]=2[CH:8]=1)(=O)=O.[CH2:36]([NH:38][CH2:39][CH3:40])[CH3:37], predict the reaction product.